Dataset: Peptide-MHC class I binding affinity with 185,985 pairs from IEDB/IMGT. Task: Regression. Given a peptide amino acid sequence and an MHC pseudo amino acid sequence, predict their binding affinity value. This is MHC class I binding data. (1) The peptide sequence is RYDYANLCQ. The MHC is HLA-B35:01 with pseudo-sequence HLA-B35:01. The binding affinity (normalized) is 0.0847. (2) The binding affinity (normalized) is 0.616. The MHC is HLA-B15:01 with pseudo-sequence HLA-B15:01. The peptide sequence is ASPVAQSYL. (3) The binding affinity (normalized) is 0. The MHC is Mamu-A2601 with pseudo-sequence Mamu-A2601. The peptide sequence is RRAARAEYL. (4) The peptide sequence is RPMTFKAAV. The MHC is HLA-A02:02 with pseudo-sequence HLA-A02:02. The binding affinity (normalized) is 0. (5) The peptide sequence is SSLIDMGQGI. The MHC is H-2-Db with pseudo-sequence H-2-Db. The binding affinity (normalized) is 0.347. (6) The MHC is HLA-A02:06 with pseudo-sequence HLA-A02:06. The peptide sequence is VNPTLLFLKV. The binding affinity (normalized) is 0.103.